Dataset: Reaction yield outcomes from USPTO patents with 853,638 reactions. Task: Predict the reaction yield, written as a fraction of the theoretical maximum amount of product (1.0 means a 100% yield; for example, 0.34 means a 34% yield). The reactants are [CH3:1][O:2][C:3](=[O:19])[CH2:4][O:5][CH2:6]/[CH:7]=[CH:8]\[CH2:9][N:10]1[C:15](=[O:16])[CH2:14][CH2:13][CH2:12][C@@H:11]1[CH2:17][OH:18].[H][H]. The catalyst is [Pd].CO. The product is [CH3:1][O:2][C:3](=[O:19])[CH2:4][O:5][CH2:6][CH2:7][CH2:8][CH2:9][N:10]1[C:15](=[O:16])[CH2:14][CH2:13][CH2:12][C@@H:11]1[CH2:17][OH:18]. The yield is 0.890.